Task: Predict which catalyst facilitates the given reaction.. Dataset: Catalyst prediction with 721,799 reactions and 888 catalyst types from USPTO (1) Reactant: [CH3:1][N:2]1[CH2:7][CH2:6][N:5]([CH2:8][C:9]#[N:10])[CH2:4][CH2:3]1.[NH2:11][OH:12]. Product: [OH:12][NH:11][C:9](=[NH:10])[CH2:8][N:5]1[CH2:6][CH2:7][N:2]([CH3:1])[CH2:3][CH2:4]1. The catalyst class is: 8. (2) Reactant: CCN=C=NCCCN(C)C.Cl.[NH:13]([C:28]([O:30][C:31]([CH3:34])([CH3:33])[CH3:32])=[O:29])[C@H:14]([C:25]([OH:27])=O)[CH2:15][C:16]1[C:24]2[C:19](=[CH:20][CH:21]=[CH:22][CH:23]=2)[NH:18][CH:17]=1.[NH2:35][C:36]1[CH:41]=[CH:40][CH:39]=[CH:38][CH:37]=1. Product: [NH:13]([C:28]([O:30][C:31]([CH3:34])([CH3:33])[CH3:32])=[O:29])[C@H:14]([C:25]([NH:35][C:36]1[CH:41]=[CH:40][CH:39]=[CH:38][CH:37]=1)=[O:27])[CH2:15][C:16]1[C:24]2[C:19](=[CH:20][CH:21]=[CH:22][CH:23]=2)[NH:18][CH:17]=1. The catalyst class is: 1.